This data is from Peptide-MHC class I binding affinity with 185,985 pairs from IEDB/IMGT. The task is: Regression. Given a peptide amino acid sequence and an MHC pseudo amino acid sequence, predict their binding affinity value. This is MHC class I binding data. (1) The peptide sequence is MMMTACDDGR. The MHC is HLA-A02:06 with pseudo-sequence HLA-A02:06. The binding affinity (normalized) is 0.449. (2) The binding affinity (normalized) is 0.682. The MHC is HLA-A03:01 with pseudo-sequence HLA-A03:01. The peptide sequence is RVRQSPLATR.